Dataset: Reaction yield outcomes from USPTO patents with 853,638 reactions. Task: Predict the reaction yield, written as a fraction of the theoretical maximum amount of product (1.0 means a 100% yield; for example, 0.34 means a 34% yield). (1) The reactants are [N:1]1[CH:6]=[CH:5][C:4]([CH2:7][C:8]([O:10][CH2:11][CH3:12])=[O:9])=[CH:3][CH:2]=1.[OH:13][N:14]=C(C1C=CC=CN=1)C(OCC)=O. No catalyst specified. The product is [OH:13][N:14]=[C:7]([C:4]1[CH:5]=[CH:6][N:1]=[CH:2][CH:3]=1)[C:8]([O:10][CH2:11][CH3:12])=[O:9]. The yield is 0.820. (2) The reactants are [CH3:1][C:2]([CH3:21])([CH3:20])[C@@H:3]([N:7]1[C:16](=[O:17])[C:15]2=[CH:18][NH:19][C:13]3[C:14]2=[C:9]([CH:10]=[CH:11][N:12]=3)[CH2:8]1)[C:4](O)=[O:5].C1C=[C:26]2[N:28]=N[N:30](O)[C:25]2=CC=1.O.CCN=C=NCCCN(C)C.Cl.NCC#N.CN1CCOCC1. The catalyst is CN(C=O)C. The product is [C:26]([CH2:25][NH:30][C:4](=[O:5])[C@H:3]([N:7]1[C:16](=[O:17])[C:15]2=[CH:18][NH:19][C:13]3[C:14]2=[C:9]([CH:10]=[CH:11][N:12]=3)[CH2:8]1)[C:2]([CH3:20])([CH3:21])[CH3:1])#[N:28]. The yield is 0.590. (3) The reactants are O=C[C@@H]([C@H]([C@@H]([C@@H](CO)O)O)O)O.C1C=[N+]([C@@H]2O[C@H](COP(OP(OC[C@H]3O[C@@H](N4C5N=CN=C(N)C=5N=C4)[C@H](OP(O)(O)=O)[C@@H]3O)(O)=O)(O)=O)[C@@H](O)[C@H]2O)C=C(C(N)=O)C=1.[C:61]([O:69][CH2:70][C@@H:71]([OH:83])[CH2:72][C:73](=[O:82])[CH2:74][C:75]([O:77][C:78]([CH3:81])([CH3:80])[CH3:79])=[O:76])(=O)[C:62]1[CH:67]=[CH:66][CH:65]=[CH:64][CH:63]=1.[OH-].[Na+]. The catalyst is C1(C)C=CC=CC=1. The product is [CH2:61]([O:69][CH2:70][C@H:71]([OH:83])[CH2:72][C@@H:73]([OH:82])[CH2:74][C:75]([O:77][C:78]([CH3:79])([CH3:80])[CH3:81])=[O:76])[C:62]1[CH:63]=[CH:64][CH:65]=[CH:66][CH:67]=1. The yield is 0.923.